Dataset: Forward reaction prediction with 1.9M reactions from USPTO patents (1976-2016). Task: Predict the product of the given reaction. (1) Given the reactants Br[C:2]1[C:3]([CH3:25])=[C:4]([C:15]2[CH:20]=[CH:19][CH:18]=[C:17]([C:21]([F:24])([F:23])[F:22])[CH:16]=2)[C:5]2[N:6]([N:8]=[C:9]([NH:11][C:12](=[O:14])[CH3:13])[N:10]=2)[CH:7]=1.C([O:28][CH:29]=[CH:30][CH3:31])C.C(N(CC)CC)C.CC1C(P(C2C(C)=CC=CC=2)C2C(C)=CC=CC=2)=CC=CC=1, predict the reaction product. The product is: [CH3:25][C:3]1[C:2]([C:29](=[O:28])[CH2:30][CH3:31])=[CH:7][N:6]2[N:8]=[C:9]([NH:11][C:12](=[O:14])[CH3:13])[N:10]=[C:5]2[C:4]=1[C:15]1[CH:20]=[CH:19][CH:18]=[C:17]([C:21]([F:24])([F:23])[F:22])[CH:16]=1. (2) Given the reactants I[C:2]1[C:7]2[O:8][C:9]3[CH:14]=[CH:13][CH:12]=[CH:11][C:10]=3[C:6]=2[CH:5]=[CH:4][CH:3]=1.P([O-])([O-])([O-])=O.[K+].[K+].[K+].[CH3:23][C:24]1(C)[C:28](C)(C)OB(C(C)=C)O1, predict the reaction product. The product is: [CH2:23]=[C:24]([C:2]1[C:7]2[O:8][C:9]3[CH:14]=[CH:13][CH:12]=[CH:11][C:10]=3[C:6]=2[CH:5]=[CH:4][CH:3]=1)[CH3:28].